From a dataset of Full USPTO retrosynthesis dataset with 1.9M reactions from patents (1976-2016). Predict the reactants needed to synthesize the given product. (1) Given the product [F:40][C:35]([F:39])([CH2:36][O:37][CH3:38])[CH2:34][O:33][CH2:32][C:29]1[N:28]=[CH:27][C:26]([C@@:24]2([OH:25])[CH2:23][CH2:22][NH:21][CH2:20][C@@H:19]2[C:16]2[CH:17]=[CH:18][C:13]([C:8]3[CH:9]=[CH:10][CH:11]=[CH:12][C:7]=3[CH2:6][CH2:5][NH:4][C:1](=[O:3])[CH3:2])=[CH:14][C:15]=2[CH3:48])=[CH:31][CH:30]=1, predict the reactants needed to synthesize it. The reactants are: [C:1]([NH:4][CH2:5][CH2:6][C:7]1[CH:12]=[CH:11][CH:10]=[CH:9][C:8]=1[C:13]1[CH:18]=[CH:17][C:16]([C@@H:19]2[C@:24]([C:26]3[CH:27]=[N:28][C:29]([CH2:32][O:33][CH2:34][C:35]([F:40])([F:39])[CH2:36][O:37][CH3:38])=[CH:30][CH:31]=3)([OH:25])[CH2:23][CH2:22][N:21](C(OC(C)(C)C)=O)[CH2:20]2)=[C:15]([CH3:48])[CH:14]=1)(=[O:3])[CH3:2].Cl.O1CCOCC1. (2) Given the product [Br:1][C:2]1[CH:3]=[CH:4][C:5]2[S:9][C:8]([CH:10]=[O:11])=[CH:7][C:6]=2[CH:12]=1, predict the reactants needed to synthesize it. The reactants are: [Br:1][C:2]1[CH:3]=[CH:4][C:5]2[S:9][C:8]([CH2:10][OH:11])=[CH:7][C:6]=2[CH:12]=1. (3) Given the product [O:1]1[CH2:6][CH2:5][CH2:4][O:3][CH:2]1[C:7]1[CH:8]=[CH:9][C:10]([C:13]2([CH3:34])[O:35][C:17](=[O:18])[N:16]([C@H:24]([C:26]3[CH:31]=[CH:30][C:29]([O:32][CH3:33])=[CH:28][CH:27]=3)[CH3:25])[CH2:15][CH2:14]2)=[CH:11][CH:12]=1, predict the reactants needed to synthesize it. The reactants are: [O:1]1[CH2:6][CH2:5][CH2:4][O:3][CH:2]1[C:7]1[CH:12]=[CH:11][C:10]([C:13]([OH:35])([CH3:34])[CH2:14][CH2:15][N:16]([C@H:24]([C:26]2[CH:31]=[CH:30][C:29]([O:32][CH3:33])=[CH:28][CH:27]=2)[CH3:25])[C:17](=O)[O:18]C(C)(C)C)=[CH:9][CH:8]=1.[H-].[Na+]. (4) Given the product [CH2:41]([O:40][C:38]([C@:5]12[CH2:34][CH2:33][C@@H:32]([C:35]([CH3:37])=[CH2:36])[C@@H:6]1[C@@H:7]1[C@@:2]([CH3:1])([CH2:3][CH2:4]2)[C@@:19]2([CH3:20])[C@@H:10]([C@:11]3([CH3:31])[C@@H:16]([CH2:17][CH2:18]2)[C:15]([CH3:21])([CH3:22])[C:14]([C:48]2[CH:49]=[CH:50][C:51]([B:54]([OH:56])[OH:55])=[CH:52][CH:53]=2)=[CH:13][CH2:12]3)[CH2:9][CH2:8]1)=[O:39])[C:42]1[CH:47]=[CH:46][CH:45]=[CH:44][CH:43]=1, predict the reactants needed to synthesize it. The reactants are: [CH3:1][C@:2]12[C@@:19]3([CH3:20])[C@@H:10]([C@:11]4([CH3:31])[C@@H:16]([CH2:17][CH2:18]3)[C:15]([CH3:22])([CH3:21])[C:14](OS(C(F)(F)F)(=O)=O)=[CH:13][CH2:12]4)[CH2:9][CH2:8][C@@H:7]1[C@H:6]1[C@H:32]([C:35]([CH3:37])=[CH2:36])[CH2:33][CH2:34][C@:5]1([C:38]([O:40][CH2:41][C:42]1[CH:47]=[CH:46][CH:45]=[CH:44][CH:43]=1)=[O:39])[CH2:4][CH2:3]2.[C:48]1(B(O)O)[CH:53]=[CH:52][C:51]([B:54]([OH:56])[OH:55])=[CH:50][CH:49]=1.C(=O)([O-])[O-].[Na+].[Na+]. (5) Given the product [CH2:7]([OH:8])[CH3:6].[Cl:1][C:2]1[CH:20]=[C:6]([C:7]([NH:9][CH2:10][CH2:11][CH2:12][CH2:13][CH2:14][CH2:15][CH2:16][C:17]([O-:19])=[O:18])=[O:8])[C:5]([OH:21])=[CH:4][CH:3]=1.[Na+:23].[Na+:23].[Cl:1][C:2]1[CH:20]=[C:6]([C:7]([NH:9][CH2:10][CH2:11][CH2:12][CH2:13][CH2:14][CH2:15][CH2:16][C:17]([O-:19])=[O:18])=[O:8])[C:5]([OH:21])=[CH:4][CH:3]=1, predict the reactants needed to synthesize it. The reactants are: [Cl:1][C:2]1[CH:20]=[C:6]([C:7]([NH:9][CH2:10][CH2:11][CH2:12][CH2:13][CH2:14][CH2:15][CH2:16][C:17]([OH:19])=[O:18])=[O:8])[C:5]([OH:21])=[CH:4][CH:3]=1.[OH-].[Na+:23]. (6) Given the product [NH2:15][C:14]([NH:13][C:11]1[S:12][C:8]([C:5]2[CH:6]=[CH:7][C:2]([NH:1][CH2:19][CH:21]3[CH2:26][CH2:25][N:24]([C:27]([O:29][CH2:30][C:31]4[CH:32]=[CH:33][CH:34]=[CH:35][CH:36]=4)=[O:28])[CH2:23][CH2:22]3)=[CH:3][CH:4]=2)=[C:9]([CH2:17][CH3:18])[N:10]=1)=[NH:16], predict the reactants needed to synthesize it. The reactants are: [NH2:1][C:2]1[CH:7]=[CH:6][C:5]([C:8]2[S:12][C:11]([NH:13][C:14]([NH2:16])=[NH:15])=[N:10][C:9]=2[CH2:17][CH3:18])=[CH:4][CH:3]=1.[CH:19]([CH:21]1[CH2:26][CH2:25][N:24]([C:27]([O:29][CH2:30][C:31]2[CH:36]=[CH:35][CH:34]=[CH:33][CH:32]=2)=[O:28])[CH2:23][CH2:22]1)=O.C(O[BH-](OC(=O)C)OC(=O)C)(=O)C.[Na+]. (7) The reactants are: Cl[C:2](Cl)(Cl)[C:3]1[NH:7][C:6]2[CH:8]=[CH:9][CH:10]=[CH:11][C:5]=2[N:4]=1.Cl.Cl.[CH3:16][N:17]1[CH:22]2[CH2:23][CH2:24][CH:18]1[CH2:19][CH:20]([NH2:25])[CH2:21]2.[O:26]1CCCC1. Given the product [CH3:16][N:17]1[CH:22]2[CH2:23][CH2:24][CH:18]1[CH2:19][CH:20]([NH:25][C:2]([C:3]1[NH:7][C:6]3[CH:8]=[CH:9][CH:10]=[CH:11][C:5]=3[N:4]=1)=[O:26])[CH2:21]2, predict the reactants needed to synthesize it.